Dataset: Reaction yield outcomes from USPTO patents with 853,638 reactions. Task: Predict the reaction yield, written as a fraction of the theoretical maximum amount of product (1.0 means a 100% yield; for example, 0.34 means a 34% yield). The reactants are C(O[C:6]([N:8]1[CH2:12][CH2:11][CH2:10][CH:9]1[C:13]1[NH:14][C:15]([C:18]2[S:22][CH:21]3[CH:23]=[C:24]([Br:26])[S:25][CH:20]3[CH:19]=2)=[CH:16][N:17]=1)=[O:7])(C)(C)C.Cl.[CH3:28][O:29][C:30]([NH:32][CH:33]([CH:37]([CH3:39])[CH3:38])C(O)=O)=[O:31].CN(C(ON1N=NC2C=CC=NC1=2)=[N+](C)C)C.F[P-](F)(F)(F)(F)F.CCN(C(C)C)C(C)C. The catalyst is C(Cl)Cl.CCOC(C)=O.CN(C=O)C. The product is [CH3:28][O:29][C:30](=[O:31])[NH:32][CH:33]([C:6]([N:8]1[CH2:12][CH2:11][CH2:10][CH:9]1[C:13]1[NH:14][C:15]([C:18]2[S:22][CH:21]3[CH:23]=[C:24]([Br:26])[S:25][CH:20]3[CH:19]=2)=[CH:16][N:17]=1)=[O:7])[CH:37]([CH3:39])[CH3:38]. The yield is 0.900.